From a dataset of Full USPTO retrosynthesis dataset with 1.9M reactions from patents (1976-2016). Predict the reactants needed to synthesize the given product. (1) Given the product [NH2:32][CH2:31][C:30]1[N:26]([CH2:25][C@@H:17]2[C@H:16]([NH:15][C:13](=[O:14])/[C:12](=[N:11]\[O:10][C:7]([CH3:9])([CH3:8])[C:6]([OH:53])=[O:5])/[C:40]3[N:41]=[C:42]([NH2:45])[S:43][CH:44]=3)[C:19](=[O:20])[N:18]2[S:21]([OH:24])(=[O:23])=[O:22])[N:27]=[CH:28][N:29]=1, predict the reactants needed to synthesize it. The reactants are: C([O:5][C:6](=[O:53])[C:7]([O:10]/[N:11]=[C:12](/[C:40]1[N:41]=[C:42]([NH:45]C(OC(C)(C)C)=O)[S:43][CH:44]=1)\[C:13]([NH:15][C@@H:16]1[C:19](=[O:20])[N:18]([S:21]([OH:24])(=[O:23])=[O:22])[C@@H:17]1[CH2:25][N:26]1[C:30]([CH2:31][NH:32]C(OC(C)(C)C)=O)=[N:29][CH:28]=[N:27]1)=[O:14])([CH3:9])[CH3:8])(C)(C)C.C(O)(C(F)(F)F)=O. (2) Given the product [F:1][C:2]([F:43])([F:42])[C:3]([OH:52])=[O:55].[F:12][C:9]([F:10])([F:11])[C:7]1[CH:6]=[C:5]([C:13]([CH3:40])([CH3:41])[C:14]([N:16]([CH3:39])[C:17]2[C:18]([C:33]3[CH:34]=[CH:35][CH:36]=[CH:37][CH:38]=3)=[C:19]3[C:24](=[CH:25][CH:26]=2)[N:23]=[C:22]([CH2:27][C:28]([OH:30])=[O:29])[CH:21]=[CH:20]3)=[O:15])[CH:4]=[C:3]([C:2]([F:1])([F:42])[F:43])[CH:8]=1, predict the reactants needed to synthesize it. The reactants are: [F:1][C:2]([F:43])([F:42])[C:3]1[CH:4]=[C:5]([C:13]([CH3:41])([CH3:40])[C:14]([N:16]([CH3:39])[C:17]2[C:18]([C:33]3[CH:38]=[CH:37][CH:36]=[CH:35][CH:34]=3)=[C:19]3[C:24](=[CH:25][CH:26]=2)[N:23]=[C:22]([CH2:27][C:28]([O:30]CC)=[O:29])[CH:21]=[CH:20]3)=[O:15])[CH:6]=[C:7]([C:9]([F:12])([F:11])[F:10])[CH:8]=1.C1C=C(Cl)C=C(C(OO)=[O:52])C=1.[OH-:55].[Na+]. (3) The reactants are: [NH2:1][C:2]1[N:7]=[CH:6][N:5]=[C:4]2[N:8]([CH:26]([C:28]3[O:29][C:30](=[O:44])[C:31]4[C:36]([C:37]=3[C:38]3[CH:43]=[CH:42][CH:41]=[CH:40][CH:39]=3)=[CH:35][CH:34]=[CH:33][CH:32]=4)[CH3:27])[N:9]=[C:10]([C:11]3[CH:16]=[C:15]([F:17])[CH:14]=[C:13]([O:18][Si](C(C)(C)C)(C)C)[CH:12]=3)[C:3]=12. Given the product [NH2:1][C:2]1[N:7]=[CH:6][N:5]=[C:4]2[N:8]([CH:26]([C:28]3[O:29][C:30](=[O:44])[C:31]4[C:36]([C:37]=3[C:38]3[CH:43]=[CH:42][CH:41]=[CH:40][CH:39]=3)=[CH:35][CH:34]=[CH:33][CH:32]=4)[CH3:27])[N:9]=[C:10]([C:11]3[CH:12]=[C:13]([OH:18])[CH:14]=[C:15]([F:17])[CH:16]=3)[C:3]=12, predict the reactants needed to synthesize it.